Dataset: Full USPTO retrosynthesis dataset with 1.9M reactions from patents (1976-2016). Task: Predict the reactants needed to synthesize the given product. Given the product [C:32]([N:35]1[C:44]2[C:39](=[CH:40][C:41]([O:46][CH3:47])=[C:42]([NH:45][C:2]3[NH:7][C:6]4=[N:8][CH:9]=[CH:10][C:5]4=[C:4]([NH:21][C:22]4[CH:30]=[CH:29][CH:28]=[C:27]([F:31])[C:23]=4[C:24]([NH:26][CH3:49])=[O:25])[N:3]=3)[CH:43]=2)[CH2:38][CH2:37][CH2:36]1)(=[O:34])[CH3:33], predict the reactants needed to synthesize it. The reactants are: Cl[C:2]1[N:3]=[C:4]([NH:21][C:22]2[CH:30]=[CH:29][CH:28]=[C:27]([F:31])[C:23]=2[C:24]([NH2:26])=[O:25])[C:5]2[CH:10]=[CH:9][N:8](S(C3C=CC(C)=CC=3)(=O)=O)[C:6]=2[N:7]=1.[C:32]([N:35]1[C:44]2[C:39](=[CH:40][C:41]([O:46][CH3:47])=[C:42]([NH2:45])[CH:43]=2)[CH2:38][CH2:37][CH2:36]1)(=[O:34])[CH3:33].Cl.[C:49](=O)(O)[O-].[Na+].CN.[OH-].[K+].